This data is from Reaction yield outcomes from USPTO patents with 853,638 reactions. The task is: Predict the reaction yield, written as a fraction of the theoretical maximum amount of product (1.0 means a 100% yield; for example, 0.34 means a 34% yield). (1) The reactants are [NH2:1][C:2]1[CH:3]=[C:4]([C@@H:8]([NH:10][C:11]2[CH:16]=[N:15][CH:14]=[C:13]([Cl:17])[N:12]=2)[CH3:9])[CH:5]=[CH:6][CH:7]=1.[CH3:18][C:19]1[CH:27]=[CH:26][C:22]([C:23](O)=[O:24])=[CH:21][N:20]=1.Cl.CN(C)CCCN=C=NCC.N1(C2C=CN=CC=2)CCCC1.C(N(CC)CC)C. The catalyst is ClCCl.C(OCC)(=O)C. The product is [Cl:17][C:13]1[N:12]=[C:11]([NH:10][C@H:8]([C:4]2[CH:3]=[C:2]([NH:1][C:23](=[O:24])[C:22]3[CH:26]=[CH:27][C:19]([CH3:18])=[N:20][CH:21]=3)[CH:7]=[CH:6][CH:5]=2)[CH3:9])[CH:16]=[N:15][CH:14]=1. The yield is 0.860. (2) The reactants are [CH3:1][O:2][C:3](=[O:24])[C:4]1[CH:9]=[CH:8][C:7]([O:10][CH3:11])=[C:6]([NH:12][C:13](=[N:22]Cl)[C:14]2[CH:19]=[CH:18][C:17]([Cl:20])=[CH:16][C:15]=2[Cl:21])[CH:5]=1.C([O-])(O)=O.[Na+]. The catalyst is CO. The product is [CH3:1][O:2][C:3]([C:4]1[C:5]2[N:22]=[C:13]([C:14]3[CH:19]=[CH:18][C:17]([Cl:20])=[CH:16][C:15]=3[Cl:21])[NH:12][C:6]=2[C:7]([O:10][CH3:11])=[CH:8][CH:9]=1)=[O:24]. The yield is 0.880. (3) The reactants are [C:1]([O:4][C:5]([CH3:8])([CH3:7])[CH3:6])(=[O:3])[CH3:2].Cl[C:10]1[CH:15]=[CH:14][CH:13]=[C:12]([C:16]([F:19])([F:18])[F:17])[N:11]=1.N#N.[Li+].C[Si]([N-][Si](C)(C)C)(C)C.[Cl-].[NH4+]. The catalyst is C1(C)C=CC=CC=1.O. The product is [F:17][C:16]([F:19])([F:18])[C:12]1[N:11]=[C:10]([CH2:2][C:1]([O:4][C:5]([CH3:8])([CH3:7])[CH3:6])=[O:3])[CH:15]=[CH:14][CH:13]=1. The yield is 0.537. (4) The reactants are [Cl:1][C:2]1[CH:7]=[C:6]([Cl:8])[CH:5]=[CH:4][C:3]=1[C:9]1[N:10]=[C:11](/[CH:14]=[CH:15]/[C:16]2[CH:21]=[CH:20][C:19]([C:22]3[CH:27]=[CH:26][C:25]([C:28](O)=[O:29])=[CH:24][CH:23]=3)=[CH:18][CH:17]=2)[NH:12][CH:13]=1.Cl.[NH2:32][CH2:33][C:34]1[CH:43]=[CH:42][C:37]([C:38]([O:40]C)=[O:39])=[CH:36][CH:35]=1. No catalyst specified. The product is [Cl:1][C:2]1[CH:7]=[C:6]([Cl:8])[CH:5]=[CH:4][C:3]=1[C:9]1[N:10]=[C:11](/[CH:14]=[CH:15]/[C:16]2[CH:21]=[CH:20][C:19]([C:22]3[CH:23]=[CH:24][C:25]([C:28]([NH:32][CH2:33][C:34]4[CH:43]=[CH:42][C:37]([C:38]([OH:40])=[O:39])=[CH:36][CH:35]=4)=[O:29])=[CH:26][CH:27]=3)=[CH:18][CH:17]=2)[NH:12][CH:13]=1. The yield is 0.440. (5) The reactants are [C:1]([C:4]1[CH:9]=[CH:8][C:7]([C:10]2[C:19]([O:20]C)=[C:18]3[C:13]([CH:14]=[N:15][C:16]([NH:22][CH3:23])=[N:17]3)=[C:12]([C:24]3[CH:29]=[CH:28][CH:27]=[C:26]([Cl:30])[CH:25]=3)[CH:11]=2)=[CH:6][CH:5]=1)([OH:3])=[O:2].C[S-].[Na+].[Cl-].[NH4+]. The catalyst is CN(C=O)C. The product is [C:1]([C:4]1[CH:5]=[CH:6][C:7]([C:10]2[C:19]([OH:20])=[C:18]3[C:13]([CH:14]=[N:15][C:16]([NH:22][CH3:23])=[N:17]3)=[C:12]([C:24]3[CH:29]=[CH:28][CH:27]=[C:26]([Cl:30])[CH:25]=3)[CH:11]=2)=[CH:8][CH:9]=1)([OH:3])=[O:2]. The yield is 0.580. (6) The reactants are [CH:1]([C:4]1[CH:9]=[C:8]([CH:10]([CH3:12])[CH3:11])[C:7]([OH:13])=[CH:6][C:5]=1[OH:14])([CH3:3])[CH3:2].[C:15](=O)([OH:17])[O-:16].[K+]. The catalyst is CN(C)C=O. The product is [OH:14][C:5]1[C:4]([CH:1]([CH3:3])[CH3:2])=[CH:9][C:8]([CH:10]([CH3:12])[CH3:11])=[C:7]([OH:13])[C:6]=1[C:15]([OH:17])=[O:16]. The yield is 0.730. (7) The reactants are [Cl:1][C:2]1[CH:3]=[C:4]2[C:9](=[CH:10][C:11]=1[O:12][C:13](=[O:15])[CH3:14])[O:8][CH:7]=[C:6]([C:16]1[CH:21]=[CH:20][C:19]([O:22][C:23](=[O:25])[CH3:24])=[CH:18][CH:17]=1)[C:5]2=[O:26]. The catalyst is O=[Pt]=O.C(OCC)(=O)C. The product is [Cl:1][C:2]1[CH:3]=[C:4]2[C:9](=[CH:10][C:11]=1[O:12][C:13](=[O:15])[CH3:14])[O:8][CH2:7][CH:6]([C:16]1[CH:21]=[CH:20][C:19]([O:22][C:23](=[O:25])[CH3:24])=[CH:18][CH:17]=1)[C:5]2=[O:26]. The yield is 0.600.